This data is from Catalyst prediction with 721,799 reactions and 888 catalyst types from USPTO. The task is: Predict which catalyst facilitates the given reaction. (1) Reactant: [CH2:1]([O:3][C:4]([C@H:6]1[CH2:15][C@@H:14]([NH:16][CH2:17][C:18]2[CH:23]=[C:22]([C:24]([F:27])([F:26])[F:25])[CH:21]=[C:20]([C:28]([F:31])([F:30])[F:29])[CH:19]=2)[C:13]2[C:8](=[CH:9][C:10]([O:34][CH3:35])=[C:11]([O:32][CH3:33])[CH:12]=2)[N:7]1[C:36]([O:38][CH:39]([CH2:41][CH3:42])[CH3:40])=[O:37])=[O:5])[CH3:2].N1C=CC=CC=1.Cl[C:50]([O:52][CH3:53])=[O:51]. Product: [CH2:1]([O:3][C:4]([C@H:6]1[CH2:15][C@@H:14]([N:16]([CH2:17][C:18]2[CH:19]=[C:20]([C:28]([F:31])([F:29])[F:30])[CH:21]=[C:22]([C:24]([F:25])([F:26])[F:27])[CH:23]=2)[C:50]([O:52][CH3:53])=[O:51])[C:13]2[C:8](=[CH:9][C:10]([O:34][CH3:35])=[C:11]([O:32][CH3:33])[CH:12]=2)[N:7]1[C:36]([O:38][CH:39]([CH2:41][CH3:42])[CH3:40])=[O:37])=[O:5])[CH3:2]. The catalyst class is: 526. (2) Reactant: O/[N:2]=[C:3](/[C:15]1[CH:20]=[CH:19][CH:18]=[CH:17][CH:16]=1)\[CH2:4][CH2:5][CH2:6][NH:7][C:8](=[O:14])[O:9][C:10]([CH3:13])([CH3:12])[CH3:11]. Product: [NH2:2][CH:3]([C:15]1[CH:20]=[CH:19][CH:18]=[CH:17][CH:16]=1)[CH2:4][CH2:5][CH2:6][NH:7][C:8](=[O:14])[O:9][C:10]([CH3:13])([CH3:11])[CH3:12]. The catalyst class is: 19. (3) Reactant: Cl[CH2:2][C:3]1[N:4]=[C:5]([C:9]2[CH:10]=[C:11]([CH:14]=[CH:15][CH:16]=2)[C:12]#[N:13])[O:6][C:7]=1[CH3:8].[O:17]=[CH:18][C:19]1[CH:27]=[CH:26][C:24]([OH:25])=[C:21]([O:22][CH3:23])[CH:20]=1.C(=O)([O-])[O-].[K+].[K+].CN(C)C=O. Product: [CH:18]([C:19]1[CH:27]=[CH:26][C:24]([O:25][CH2:2][C:3]2[N:4]=[C:5]([C:9]3[CH:10]=[C:11]([CH:14]=[CH:15][CH:16]=3)[C:12]#[N:13])[O:6][C:7]=2[CH3:8])=[C:21]([O:22][CH3:23])[CH:20]=1)=[O:17]. The catalyst class is: 6. (4) Reactant: [OH:1][C:2]1[CH:3]=[C:4]([CH:7]=[CH:8][CH:9]=1)[CH:5]=[O:6].N1C=CN=C1.[Si:15](Cl)([C:18]([CH3:21])([CH3:20])[CH3:19])([CH3:17])[CH3:16]. Product: [Si:15]([O:1][C:2]1[CH:3]=[C:4]([CH:7]=[CH:8][CH:9]=1)[CH:5]=[O:6])([C:18]([CH3:21])([CH3:20])[CH3:19])([CH3:17])[CH3:16]. The catalyst class is: 3. (5) Reactant: O[C:2]([CH2:4][CH2:5][CH2:6][CH2:7][C@H:8]1[C@@H:16]2[C@@H:11]([NH:12][C:13]([NH:15]2)=[O:14])[CH2:10][S:9]1)=[O:3].O.ON1C2C=CC=CC=2N=N1.Cl.CN(C)CCCN=C=NCC.CCN(CC)CC.[F:47][C:48]1[CH:62]=[CH:61][CH:60]=[C:59]([F:63])[C:49]=1/[CH:50]=[CH:51]/[C:52]1[CH:58]=[CH:57][C:55]([NH2:56])=[CH:54][CH:53]=1. Product: [F:47][C:48]1[CH:62]=[CH:61][CH:60]=[C:59]([F:63])[C:49]=1/[CH:50]=[CH:51]/[C:52]1[CH:53]=[CH:54][C:55]([NH:56][C:2](=[O:3])[CH2:4][CH2:5][CH2:6][CH2:7][CH:8]2[CH:16]3[CH:11]([NH:12][C:13](=[O:14])[NH:15]3)[CH2:10][S:9]2)=[CH:57][CH:58]=1. The catalyst class is: 18.